From a dataset of Reaction yield outcomes from USPTO patents with 853,638 reactions. Predict the reaction yield, written as a fraction of the theoretical maximum amount of product (1.0 means a 100% yield; for example, 0.34 means a 34% yield). (1) The reactants are [H-].[H-].[H-].[H-].[Li+].[Al+3].[C:7]1([C:13]2[N:18]=[CH:17][C:16]([C:19](O)=[O:20])=[CH:15][CH:14]=2)[CH:12]=[CH:11][CH:10]=[CH:9][CH:8]=1.O.[OH-].[K+]. The catalyst is C1COCC1. The product is [C:7]1([C:13]2[N:18]=[CH:17][C:16]([CH2:19][OH:20])=[CH:15][CH:14]=2)[CH:12]=[CH:11][CH:10]=[CH:9][CH:8]=1. The yield is 0.770. (2) The reactants are [Cl:1][C:2]1[N:6]2[CH:7]=[C:8]([C:15]3[CH:16]=[N:17][NH:18][CH:19]=3)[CH:9]=[C:10]([C:11]([F:14])([F:13])[F:12])[C:5]2=[N:4][C:3]=1[C:20]([OH:22])=O.[NH:23]1[CH2:28][CH2:27][CH:26]([N:29]2[CH2:33][CH2:32][NH:31][C:30]2=[O:34])[CH2:25][CH2:24]1.CCN(C(C)C)C(C)C.CN(C(ON1N=NC2C=CC=NC1=2)=[N+](C)C)C.F[P-](F)(F)(F)(F)F. The catalyst is CN(C=O)C.C(Cl)Cl. The product is [Cl:1][C:2]1[N:6]2[CH:7]=[C:8]([C:15]3[CH:16]=[N:17][NH:18][CH:19]=3)[CH:9]=[C:10]([C:11]([F:12])([F:14])[F:13])[C:5]2=[N:4][C:3]=1[C:20]([N:23]1[CH2:24][CH2:25][CH:26]([N:29]2[CH2:33][CH2:32][NH:31][C:30]2=[O:34])[CH2:27][CH2:28]1)=[O:22]. The yield is 0.510.